From a dataset of Catalyst prediction with 721,799 reactions and 888 catalyst types from USPTO. Predict which catalyst facilitates the given reaction. (1) Reactant: [CH2:1]([C:5](=[CH2:9])[C:6]([OH:8])=O)[CH2:2][CH2:3][CH3:4].CCN(C(C)C)C(C)C.C(Cl)(=O)C(C)(C)C.[CH2:26]([C@H:33]1[CH2:37][O:36][C:35](=[O:38])[NH:34]1)[C:27]1[CH:32]=[CH:31][CH:30]=[CH:29][CH:28]=1.C([Li])CCC. Product: [CH2:26]([CH:33]1[CH2:37][O:36][C:35](=[O:38])[N:34]1[C:6](=[O:8])[C:5]([CH2:1][CH2:2][CH2:3][CH3:4])=[CH2:9])[C:27]1[CH:28]=[CH:29][CH:30]=[CH:31][CH:32]=1. The catalyst class is: 1. (2) Reactant: Cl.[CH3:2][O:3][C:4]([C:6]1([NH2:12])[CH2:11][CH2:10][CH2:9][CH2:8][CH2:7]1)=[O:5].C(N(CC)CC)C.[Br:20][C:21]1[CH:26]=[CH:25][CH:24]=[CH:23][C:22]=1[S:27](Cl)(=[O:29])=[O:28]. Product: [CH3:2][O:3][C:4]([C:6]1([NH:12][S:27]([C:22]2[CH:23]=[CH:24][CH:25]=[CH:26][C:21]=2[Br:20])(=[O:29])=[O:28])[CH2:7][CH2:8][CH2:9][CH2:10][CH2:11]1)=[O:5]. The catalyst class is: 2. (3) Reactant: Cl[CH2:2][CH2:3][O:4][C:5]1[CH:10]=[CH:9][CH:8]=[CH:7][C:6]=1[C:11]([NH:14][C:15]1[C:16](=[O:35])[N:17]([C:21]2[CH:22]=[C:23]([CH:30]=[C:31]([F:34])[C:32]=2[CH3:33])[C:24]([NH:26][CH:27]2[CH2:29][CH2:28]2)=[O:25])[CH:18]=[CH:19][N:20]=1)([CH3:13])[CH3:12].[CH2:36]([NH2:38])[CH3:37]. Product: [CH:27]1([NH:26][C:24](=[O:25])[C:23]2[CH:30]=[C:31]([F:34])[C:32]([CH3:33])=[C:21]([N:17]3[CH:18]=[CH:19][N:20]=[C:15]([NH:14][C:11]([C:6]4[CH:7]=[CH:8][CH:9]=[CH:10][C:5]=4[O:4][CH2:3][CH2:2][NH:38][CH2:36][CH3:37])([CH3:13])[CH3:12])[C:16]3=[O:35])[CH:22]=2)[CH2:29][CH2:28]1. The catalyst class is: 12. (4) Reactant: Cl.[Cl:2][C:3]1[CH:20]=[CH:19][C:6]([CH2:7][N:8]2[C:12]([C@H:13]3[CH2:17][CH2:16][CH2:15][NH:14]3)=[N:11][N:10]=[C:9]2[CH3:18])=[CH:5][CH:4]=1.[Cl:21][C:22]1[CH:27]=[CH:26][C:25]([N:28]=[C:29]=[O:30])=[CH:24][CH:23]=1.C(N(CC)C(C)C)(C)C. Product: [Cl:2][C:3]1[CH:20]=[CH:19][C:6]([CH2:7][N:8]2[C:9]([CH3:18])=[N:10][N:11]=[C:12]2[C@H:13]2[CH2:17][CH2:16][CH2:15][N:14]2[C:29]([NH:28][C:25]2[CH:26]=[CH:27][C:22]([Cl:21])=[CH:23][CH:24]=2)=[O:30])=[CH:5][CH:4]=1. The catalyst class is: 4. (5) Reactant: [F:1][C:2]1[C:3](=[NH:20])[NH:4][C:5](=[O:19])[N:6]([S:8]([C:11]2[CH:16]=[CH:15][C:14]([O:17][CH3:18])=[CH:13][CH:12]=2)(=[O:10])=[O:9])[CH:7]=1.C(=O)([O-])[O-].[K+].[K+].[CH2:27](Br)[C:28]1[CH:33]=[CH:32][CH:31]=[CH:30][CH:29]=1. Product: [CH2:27]([N:4]1[C:3](=[NH:20])[C:2]([F:1])=[CH:7][N:6]([S:8]([C:11]2[CH:12]=[CH:13][C:14]([O:17][CH3:18])=[CH:15][CH:16]=2)(=[O:10])=[O:9])[C:5]1=[O:19])[C:28]1[CH:33]=[CH:32][CH:31]=[CH:30][CH:29]=1. The catalyst class is: 42.